Dataset: Peptide-MHC class I binding affinity with 185,985 pairs from IEDB/IMGT. Task: Regression. Given a peptide amino acid sequence and an MHC pseudo amino acid sequence, predict their binding affinity value. This is MHC class I binding data. (1) The peptide sequence is ALFSGVSWV. The MHC is HLA-A02:03 with pseudo-sequence HLA-A02:03. The binding affinity (normalized) is 1.00. (2) The peptide sequence is FGSGWTWVV. The MHC is HLA-A02:11 with pseudo-sequence HLA-A02:11. The binding affinity (normalized) is 1.00. (3) The peptide sequence is TLNRNQPAA. The MHC is HLA-A68:02 with pseudo-sequence HLA-A68:02. The binding affinity (normalized) is 0. (4) The peptide sequence is RTQAVIYAF. The MHC is HLA-A24:03 with pseudo-sequence HLA-A24:03. The binding affinity (normalized) is 0.949. (5) The peptide sequence is HEAVQAVW. The MHC is Mamu-A11 with pseudo-sequence Mamu-A11. The binding affinity (normalized) is 0.318. (6) The peptide sequence is NGYRWQHQI. The MHC is HLA-A02:02 with pseudo-sequence HLA-A02:02. The binding affinity (normalized) is 0.185. (7) The peptide sequence is TSYRLISC. The MHC is H-2-Kb with pseudo-sequence H-2-Kb. The binding affinity (normalized) is 0.156. (8) The peptide sequence is AFHQLVQVI. The MHC is HLA-A29:02 with pseudo-sequence HLA-A29:02. The binding affinity (normalized) is 0.0847. (9) The binding affinity (normalized) is 0.719. The peptide sequence is ATQPVHWFL. The MHC is HLA-A11:01 with pseudo-sequence HLA-A11:01.